Regression/Classification. Given a drug SMILES string, predict its toxicity properties. Task type varies by dataset: regression for continuous values (e.g., LD50, hERG inhibition percentage) or binary classification for toxic/non-toxic outcomes (e.g., AMES mutagenicity, cardiotoxicity, hepatotoxicity). Dataset: herg_karim. From a dataset of hERG potassium channel inhibition data for cardiac toxicity prediction from Karim et al.. (1) The drug is COc1cc(/C=C/c2nc3ccccc3c(=O)[nH]2)ccc1-n1cnc(C)c1. The result is 0 (non-blocker). (2) The drug is CC(C)(C)c1ccc(C(=O)CCC[NH+]2CCC(OC(c3ccccc3)c3ccccc3)CC2)cc1. The result is 1 (blocker).